The task is: Predict the reaction yield, written as a fraction of the theoretical maximum amount of product (1.0 means a 100% yield; for example, 0.34 means a 34% yield).. This data is from Reaction yield outcomes from USPTO patents with 853,638 reactions. The reactants are [N+](C1C=CC(C([O:10][CH2:11][CH2:12][CH2:13][CH2:14][O:15][N+:16]([O-:18])=[O:17])=O)=CC=1)([O-])=O.C1COCC1.CCO.[OH-].[Na+]. The catalyst is CCOC(C)=O.O. The product is [N+:16]([O-:18])([O:15][CH2:14][CH2:13][CH2:12][CH2:11][OH:10])=[O:17]. The yield is 0.490.